Dataset: Reaction yield outcomes from USPTO patents with 853,638 reactions. Task: Predict the reaction yield, written as a fraction of the theoretical maximum amount of product (1.0 means a 100% yield; for example, 0.34 means a 34% yield). (1) The reactants are [C:1]([O:5][C:6](=[O:19])[CH:7]=[CH:8][C:9]1[CH:14]=[CH:13][C:12]([OH:15])=[CH:11][C:10]=1[CH:16]=[N:17]O)([CH3:4])([CH3:3])[CH3:2].[H][H]. The catalyst is C(O)C.[Pd]. The product is [C:1]([O:5][C:6](=[O:19])[CH2:7][CH2:8][C:9]1[CH:14]=[CH:13][C:12]([OH:15])=[CH:11][C:10]=1[CH2:16][NH2:17])([CH3:4])([CH3:2])[CH3:3]. The yield is 0.400. (2) The reactants are Cl[C:2]1[CH:7]=[C:6]([N+:8]([O-:10])=[O:9])[CH:5]=[CH:4][N+:3]=1[O-:11].[N:12]1([CH2:17][CH2:18][NH2:19])[CH2:16][CH2:15][CH2:14][CH2:13]1. The catalyst is C(O)C. The product is [N+:8]([C:6]1[CH:5]=[CH:4][N+:3]([O-:11])=[C:2]([NH:19][CH2:18][CH2:17][N:12]2[CH2:16][CH2:15][CH2:14][CH2:13]2)[CH:7]=1)([O-:10])=[O:9]. The yield is 0.510. (3) The reactants are Cl[C:2]1[CH:3]=[C:4]([NH:9][C:10]2[CH:15]=[CH:14][C:13]([N:16]3[CH2:21][CH2:20][N:19]([CH:22]4[CH2:25][O:24][CH2:23]4)[CH2:18][C@@H:17]3[CH3:26])=[CH:12][N:11]=2)[C:5](=[O:8])[NH:6][N:7]=1.[C:27]([O:30][CH2:31][C:32]1[C:33]([N:47]2[CH2:58][CH2:57][N:56]3[C:49](=[CH:50][C:51]4[CH2:52][C:53]([CH3:60])([CH3:59])[CH2:54][C:55]=43)[C:48]2=[O:61])=[N:34][CH:35]=[CH:36][C:37]=1B1OC(C)(C)C(C)(C)O1)(=[O:29])[CH3:28].[O-]P([O-])([O-])=O.[K+].[K+].[K+].C([O-])(=O)C.[Na+]. The catalyst is C1C=CC(P(C2C=CC=CC=2)[C-]2C=CC=C2)=CC=1.C1C=CC(P(C2C=CC=CC=2)[C-]2C=CC=C2)=CC=1.Cl[Pd]Cl.[Fe+2].C(#N)C.O. The product is [C:27]([O:30][CH2:31][C:32]1[C:33]([N:47]2[CH2:58][CH2:57][N:56]3[C:49](=[CH:50][C:51]4[CH2:52][C:53]([CH3:60])([CH3:59])[CH2:54][C:55]=43)[C:48]2=[O:61])=[N:34][CH:35]=[CH:36][C:37]=1[C:2]1[CH:3]=[C:4]([NH:9][C:10]2[CH:15]=[CH:14][C:13]([N:16]3[CH2:21][CH2:20][N:19]([CH:22]4[CH2:25][O:24][CH2:23]4)[CH2:18][C@@H:17]3[CH3:26])=[CH:12][N:11]=2)[C:5](=[O:8])[NH:6][N:7]=1)(=[O:29])[CH3:28]. The yield is 0.310. (4) The reactants are [NH:1]1[C:9]2[C:4](=[CH:5][C:6]([C:10]([OH:12])=[O:11])=[CH:7][CH:8]=2)[CH:3]=[CH:2]1.[OH2:13]. The catalyst is C(#N)C. The product is [CH:5]1[C:6]([C:10]([OH:12])=[O:11])=[CH:7][CH:8]=[C:9]2[C:4]=1[C:3]1[C:2]([NH:1]2)=[C:2]2[NH:1][C:9]3[CH:8]=[CH:7][C:6]([C:10]([OH:13])=[O:13])=[CH:5][C:4]=3[C:3]2=[C:2]2[NH:1][C:9]3[CH:8]=[CH:7][C:6]([C:10]([OH:12])=[O:11])=[CH:5][C:4]=3[C:3]=12. The yield is 0.790. (5) The reactants are Cl.[CH3:2][N:3]([CH3:10])[CH2:4]/[CH:5]=[CH:6]/[C:7](O)=[O:8].C(Cl)(C(Cl)=O)=O.[NH2:17][C:18]1[N:26]=[CH:25][N:24]=[C:23]2[C:19]=1[N:20]([C:35]1[CH:40]=[CH:39][C:38]([Cl:41])=[CH:37][CH:36]=1)[C:21](=[O:34])[N:22]2[C:27]1[CH:32]=[CH:31][CH:30]=[C:29]([NH2:33])[CH:28]=1. The catalyst is C(#N)C.CN(C=O)C.C(Cl)Cl. The product is [NH2:17][C:18]1[N:26]=[CH:25][N:24]=[C:23]2[C:19]=1[N:20]([C:35]1[CH:40]=[CH:39][C:38]([Cl:41])=[CH:37][CH:36]=1)[C:21](=[O:34])[N:22]2[C:27]1[CH:28]=[C:29]([NH:33][C:7](=[O:8])/[CH:6]=[CH:5]/[CH2:4][N:3]([CH3:10])[CH3:2])[CH:30]=[CH:31][CH:32]=1. The yield is 0.191.